This data is from Catalyst prediction with 721,799 reactions and 888 catalyst types from USPTO. The task is: Predict which catalyst facilitates the given reaction. (1) Product: [CH3:21][C:22]([CH3:28])([CH3:27])[CH2:23][C:24]([NH:11][NH:10][C:8](=[O:9])[C:7]1[CH:12]=[CH:13][C:4]([N+:1]([O-:3])=[O:2])=[CH:5][CH:6]=1)=[O:25]. Reactant: [N+:1]([C:4]1[CH:13]=[CH:12][C:7]([C:8]([NH:10][NH2:11])=[O:9])=[CH:6][CH:5]=1)([O-:3])=[O:2].CN1CCOCC1.[CH3:21][C:22]([CH3:28])([CH3:27])[CH2:23][C:24](Cl)=[O:25]. The catalyst class is: 4. (2) Reactant: [CH3:1][C:2]1([CH3:20])[C:6]([CH3:8])([CH3:7])[O:5][B:4]([C:9]2[CH:14]=[CH:13][C:12]([O:15][CH2:16][CH:17]3[CH2:19][O:18]3)=[CH:11][CH:10]=2)[O:3]1.[CH3:21][N:22]1[CH2:27][CH2:26][NH:25][CH2:24][CH2:23]1. Product: [CH3:21][N:22]1[CH2:27][CH2:26][N:25]([CH2:19][CH:17]([OH:18])[CH2:16][O:15][C:12]2[CH:13]=[CH:14][C:9]([B:4]3[O:5][C:6]([CH3:7])([CH3:8])[C:2]([CH3:1])([CH3:20])[O:3]3)=[CH:10][CH:11]=2)[CH2:24][CH2:23]1. The catalyst class is: 32. (3) Reactant: [Cl:1][C:2]1[CH:3]=[CH:4][C:5]([C:31]#[N:32])=[C:6]([C:8]2[C:13]([O:14][CH3:15])=[CH:12][N:11]([C:16](=[CH:24][CH:25]3[CH2:27][C:26]3([F:29])[F:28])[C:17]([O:19][C:20]([CH3:23])([CH3:22])[CH3:21])=[O:18])[C:10](=[O:30])[CH:9]=2)[CH:7]=1. Product: [Cl:1][C:2]1[CH:3]=[CH:4][C:5]([C:31]#[N:32])=[C:6]([C:8]2[C:13]([O:14][CH3:15])=[CH:12][N:11]([CH:16]([CH2:24][CH:25]3[CH2:27][C:26]3([F:29])[F:28])[C:17]([O:19][C:20]([CH3:21])([CH3:22])[CH3:23])=[O:18])[C:10](=[O:30])[CH:9]=2)[CH:7]=1. The catalyst class is: 775. (4) Reactant: [O:1]=[C:2]1[O:6][N:5]=[C:4](/[C:7](=[N:14]\[O:15][CH2:16][C:17]2[N:22]=[C:21]([NH:23][C:24](=[O:30])[O:25][C:26]([CH3:29])([CH3:28])[CH3:27])[CH:20]=[CH:19][CH:18]=2)/[C:8]2[CH:13]=[CH:12][CH:11]=[CH:10][CH:9]=2)[NH:3]1.[C:31](=O)([O-])[O-].[K+].[K+].IC. Product: [CH3:31][N:3]1[C:2](=[O:1])[O:6][N:5]=[C:4]1/[C:7](=[N:14]\[O:15][CH2:16][C:17]1[N:22]=[C:21]([NH:23][C:24](=[O:30])[O:25][C:26]([CH3:27])([CH3:29])[CH3:28])[CH:20]=[CH:19][CH:18]=1)/[C:8]1[CH:13]=[CH:12][CH:11]=[CH:10][CH:9]=1. The catalyst class is: 705. (5) Reactant: [F:1][C:2]([F:23])([F:22])[C:3]1[CH:4]=[C:5]([C:9]2[N:10]=[C:11]3[C:16]([C:17]([O:19]C)=[O:18])=[N:15][CH:14]=[CH:13][N:12]3[CH:21]=2)[CH:6]=[CH:7][CH:8]=1.Cl. Product: [F:22][C:2]([F:1])([F:23])[C:3]1[CH:4]=[C:5]([C:9]2[N:10]=[C:11]3[C:16]([C:17]([OH:19])=[O:18])=[N:15][CH:14]=[CH:13][N:12]3[CH:21]=2)[CH:6]=[CH:7][CH:8]=1. The catalyst class is: 74.